Dataset: Forward reaction prediction with 1.9M reactions from USPTO patents (1976-2016). Task: Predict the product of the given reaction. (1) Given the reactants [Cl:1][C:2]1[CH:15]=[CH:14][C:5]([CH2:6][NH:7][C:8](=[O:13])[C:9]([CH3:12])([CH3:11])[CH3:10])=[CH:4][C:3]=1[N:16]=[C:17]=[S:18].N[C:20]1[C:21]([NH:41][CH3:42])=[N:22][C:23]([O:36][CH2:37][CH:38]([F:40])[F:39])=[C:24]([CH:35]=1)[C:25]([NH:27][C:28]1[CH:33]=[CH:32][C:31]([Br:34])=[CH:30][CH:29]=1)=[O:26].CC#[N:45], predict the reaction product. The product is: [Cl:1][C:2]1[CH:15]=[CH:14][C:5]([CH2:6][NH:7][C:8](=[O:13])[C:9]([CH3:12])([CH3:11])[CH3:10])=[CH:4][C:3]=1[NH:16][C:17]([NH:45][C:23]1([O:36][CH2:37][CH:38]([F:40])[F:39])[C:24]([C:25](=[O:26])[NH:27][C:28]2[CH:33]=[CH:32][C:31]([Br:34])=[CH:30][CH:29]=2)=[CH:35][CH:20]=[C:21]([NH:41][CH3:42])[NH:22]1)=[S:18]. (2) Given the reactants Cl[C:2]1[C:11]2[C:6](=[C:7]([N+:12]([O-:14])=[O:13])[CH:8]=[CH:9][CH:10]=2)[CH:5]=[CH:4][N:3]=1.[F:15][C:16]([F:25])([F:24])[C:17]1[CH:23]=[CH:22][C:20]([NH2:21])=[CH:19][CH:18]=1, predict the reaction product. The product is: [N+:12]([C:7]1[CH:8]=[CH:9][CH:10]=[C:11]2[C:6]=1[CH:5]=[CH:4][N:3]=[C:2]2[NH:21][C:20]1[CH:22]=[CH:23][C:17]([C:16]([F:15])([F:24])[F:25])=[CH:18][CH:19]=1)([O-:14])=[O:13]. (3) The product is: [Cl:1][C:14]1[C:15]([OH:17])=[N:16][C:11]([C:8]2[CH:9]=[CH:10][C:5]([Cl:4])=[C:6]([O:22][CH3:23])[C:7]=2[F:21])=[N:12][C:13]=1[C:18]([OH:20])=[O:19]. Given the reactants [Cl:1][O-].[Na+].[Cl:4][C:5]1[CH:10]=[CH:9][C:8]([C:11]2[N:16]=[C:15]([OH:17])[CH:14]=[C:13]([C:18]([OH:20])=[O:19])[N:12]=2)=[C:7]([F:21])[C:6]=1[O:22][CH3:23], predict the reaction product. (4) Given the reactants [Mg].BrCCBr.[F:6][C:7]([F:20])([F:19])[C:8]1[CH:9]=[C:10](Br)[CH:11]=[C:12]([C:14]([F:17])([F:16])[F:15])[CH:13]=1.C([Mg]Cl)(C)C.[CH2:26]([O:33][C:34](=[O:45])[NH:35][CH:36]([CH3:44])[CH2:37][C:38](N(OC)C)=[O:39])[C:27]1[CH:32]=[CH:31][CH:30]=[CH:29][CH:28]=1, predict the reaction product. The product is: [F:6][C:7]([F:20])([F:19])[C:8]1[CH:9]=[C:10]([C:38](=[O:39])[CH2:37][CH:36]([NH:35][C:34](=[O:45])[O:33][CH2:26][C:27]2[CH:32]=[CH:31][CH:30]=[CH:29][CH:28]=2)[CH3:44])[CH:11]=[C:12]([C:14]([F:17])([F:16])[F:15])[CH:13]=1. (5) Given the reactants [C:1]([O:5][C:6]([N:8]1[CH2:13][CH2:12][CH:11]([N:14]2[C:18]3=[N:19][CH:20]=[N:21][C:22](Cl)=[C:17]3[CH:16]=[N:15]2)[CH2:10][CH2:9]1)=[O:7])([CH3:4])([CH3:3])[CH3:2].C(=O)([O-])[O-].[K+].[K+].[Cl:30][C:31]1[CH:36]=[C:35]([Cl:37])[CH:34]=[CH:33][C:32]=1[OH:38], predict the reaction product. The product is: [C:1]([O:5][C:6]([N:8]1[CH2:13][CH2:12][CH:11]([N:14]2[C:18]3=[N:19][CH:20]=[N:21][C:22]([O:38][C:32]4[CH:33]=[CH:34][C:35]([Cl:37])=[CH:36][C:31]=4[Cl:30])=[C:17]3[CH:16]=[N:15]2)[CH2:10][CH2:9]1)=[O:7])([CH3:2])([CH3:4])[CH3:3]. (6) Given the reactants [F:1][C:2]1[CH:23]=[C:22]([F:24])[CH:21]=[CH:20][C:3]=1[O:4][C:5]([C:10]1[CH:15]=[CH:14][C:13]([S:16]([CH3:19])(=[O:18])=[O:17])=[CH:12][CH:11]=1)([CH3:9])[C:6]([OH:8])=O.[CH3:25][O:26][C:27](=[O:36])[CH2:28][C:29]1[N:30]=[C:31]([NH2:35])[S:32][C:33]=1[Cl:34].C1C=CC2N(O)N=NC=2C=1.CCN=C=NCCCN(C)C.CN1CCOCC1, predict the reaction product. The product is: [CH3:25][O:26][C:27](=[O:36])[CH2:28][C:29]1[N:30]=[C:31]([NH:35][C:6](=[O:8])[C:5]([O:4][C:3]2[CH:20]=[CH:21][C:22]([F:24])=[CH:23][C:2]=2[F:1])([C:10]2[CH:11]=[CH:12][C:13]([S:16]([CH3:19])(=[O:17])=[O:18])=[CH:14][CH:15]=2)[CH3:9])[S:32][C:33]=1[Cl:34].